From a dataset of Forward reaction prediction with 1.9M reactions from USPTO patents (1976-2016). Predict the product of the given reaction. (1) Given the reactants [Cl:1][C:2]1[C:3]([C:43]([F:46])([F:45])[F:44])=[CH:4][C:5]2[N:9]=[C:8]([CH:10]([NH:12][C:13](=[O:19])OC(C)(C)C)[CH3:11])[N:7]([C:20]3[CH:25]=[CH:24][C:23]([CH2:26][CH2:27][NH:28][C:29]([NH:31][S:32]([C:35]4[CH:40]=[CH:39][C:38]([CH3:41])=[CH:37][CH:36]=4)(=[O:34])=[O:33])=[O:30])=[CH:22][CH:21]=3)[C:6]=2[CH:42]=1.F[C:48](F)(F)C(O)=O.O, predict the reaction product. The product is: [Cl:1][C:2]1[C:3]([C:43]([F:46])([F:45])[F:44])=[CH:4][C:5]2[N:9]=[C:8]([CH:10]([NH:12][C:13](=[O:19])[CH3:48])[CH3:11])[N:7]([C:20]3[CH:21]=[CH:22][C:23]([CH2:26][CH2:27][NH:28][C:29]([NH:31][S:32]([C:35]4[CH:36]=[CH:37][C:38]([CH3:41])=[CH:39][CH:40]=4)(=[O:34])=[O:33])=[O:30])=[CH:24][CH:25]=3)[C:6]=2[CH:42]=1. (2) Given the reactants C[O:2][C:3]1[CH:4]=[C:5]([CH:22]=[C:23]([CH3:25])[CH:24]=1)[O:6][CH2:7][C@H:8]1[C:17]([CH3:18])=[CH:16][CH2:15][C@@H:14]2[C@:9]1([CH3:21])[CH2:10][CH2:11][CH2:12][C:13]2([CH3:20])[CH3:19], predict the reaction product. The product is: [CH3:18][C:17]1[C@H:8]([CH2:7][O:6][C:5]2[CH:4]=[C:3]([OH:2])[CH:24]=[C:23]([CH3:25])[CH:22]=2)[C@:9]2([CH3:21])[CH:14]([CH2:15][CH:16]=1)[C:13]([CH3:19])([CH3:20])[CH2:12][CH2:11][CH2:10]2. (3) Given the reactants [NH:1]1[CH2:5][CH2:4][CH2:3][C:2]1=[O:6].Br[C:8]1[CH:13]=[CH:12][C:11]([C:14]([N:16]2[CH2:21][CH2:20][N:19]([C:22]3[C:27]([CH3:28])=[CH:26][C:25]([CH3:29])=[CH:24][N:23]=3)[CH2:18][CH2:17]2)=[O:15])=[C:10]([S:30]([CH3:33])(=[O:32])=[O:31])[CH:9]=1, predict the reaction product. The product is: [CH3:28][C:27]1[C:22]([N:19]2[CH2:20][CH2:21][N:16]([C:14]([C:11]3[CH:12]=[CH:13][C:8]([N:1]4[CH2:5][CH2:4][CH2:3][C:2]4=[O:6])=[CH:9][C:10]=3[S:30]([CH3:33])(=[O:32])=[O:31])=[O:15])[CH2:17][CH2:18]2)=[N:23][CH:24]=[C:25]([CH3:29])[CH:26]=1. (4) Given the reactants [NH:1]1[CH2:4][CH:3]([N:5]2[C:9]3=[N:10][CH:11]=[N:12][C:13]([NH2:14])=[C:8]3[C:7]([C:15]3[CH:20]=[CH:19][C:18]([O:21][C:22]4[CH:27]=[CH:26][CH:25]=[CH:24][CH:23]=4)=[CH:17][CH:16]=3)=[N:6]2)[CH2:2]1.Cl.[CH2:29]([N:31]([CH2:37][CH3:38])[CH2:32][CH2:33][C:34](O)=[O:35])[CH3:30].Cl.CN(C)CCCN=C=NCC.ON1C2N=CC=CC=2N=N1, predict the reaction product. The product is: [NH2:14][C:13]1[N:12]=[CH:11][N:10]=[C:9]2[N:5]([CH:3]3[CH2:2][N:1]([C:34](=[O:35])[CH2:33][CH2:32][N:31]([CH2:37][CH3:38])[CH2:29][CH3:30])[CH2:4]3)[N:6]=[C:7]([C:15]3[CH:16]=[CH:17][C:18]([O:21][C:22]4[CH:27]=[CH:26][CH:25]=[CH:24][CH:23]=4)=[CH:19][CH:20]=3)[C:8]=12. (5) Given the reactants B1([O-])OO1.[OH2:5].[OH2:6].O.O.[Na+].[CH3:10][N:11]([C:18]1[S:19][C:20]([C:23]2[CH:24]=[N:25][CH:26]=[CH:27][CH:28]=2)=[N:21][N:22]=1)[C:12](=[O:17])[CH2:13][CH2:14][S:15][CH3:16], predict the reaction product. The product is: [CH3:10][N:11]([C:18]1[S:19][C:20]([C:23]2[CH:24]=[N:25][CH:26]=[CH:27][CH:28]=2)=[N:21][N:22]=1)[C:12](=[O:17])[CH2:13][CH2:14][S:15]([CH3:16])(=[O:6])=[O:5]. (6) Given the reactants [N:1]1([C:7]2[N:12]=[CH:11][NH:10][C:9](=[O:13])[CH:8]=2)[CH2:6][CH2:5][NH:4][CH2:3][CH2:2]1.[Cl:14][C:15]1[CH:16]=[C:17]([CH:20]=[CH:21][CH:22]=1)[CH:18]=O, predict the reaction product. The product is: [Cl:14][C:15]1[CH:16]=[C:17]([CH:20]=[CH:21][CH:22]=1)[CH2:18][N:4]1[CH2:5][CH2:6][N:1]([C:7]2[N:12]=[CH:11][NH:10][C:9](=[O:13])[CH:8]=2)[CH2:2][CH2:3]1. (7) Given the reactants [NH2:1][C:2]1[CH:34]=[CH:33][C:5]([CH2:6][NH:7][C:8]2[C:17]3[C:16]([CH3:18])=[N:15][CH:14]=[N:13][C:12]=3[N:11]([O:19][CH2:20][C:21]3[CH:26]=[CH:25][CH:24]=[CH:23][CH:22]=3)[C:10](=[O:27])[C:9]=2[C:28]([O:30][CH2:31][CH3:32])=[O:29])=[CH:4][CH:3]=1.[C:35]1([S:41](Cl)(=[O:43])=[O:42])[CH:40]=[CH:39][CH:38]=[CH:37][CH:36]=1.CO, predict the reaction product. The product is: [CH2:20]([O:19][N:11]1[C:12]2[N:13]=[CH:14][N:15]=[C:16]([CH3:18])[C:17]=2[C:8]([NH:7][CH2:6][C:5]2[CH:33]=[CH:34][C:2]([N:1]([S:41]([C:35]3[CH:40]=[CH:39][CH:38]=[CH:37][CH:36]=3)(=[O:43])=[O:42])[S:41]([C:35]3[CH:40]=[CH:39][CH:38]=[CH:37][CH:36]=3)(=[O:43])=[O:42])=[CH:3][CH:4]=2)=[C:9]([C:28]([O:30][CH2:31][CH3:32])=[O:29])[C:10]1=[O:27])[C:21]1[CH:26]=[CH:25][CH:24]=[CH:23][CH:22]=1. (8) Given the reactants [Br:1][C:2]1[CH:7]=[CH:6][C:5]([C:8]2[O:12][N:11]=[C:10]([CH3:13])[C:9]=2[CH:14]([OH:18])[C:15]([OH:17])=O)=[CH:4][CH:3]=1.[CH3:19][NH:20][CH2:21][C:22]1[CH:27]=[CH:26][CH:25]=[CH:24][CH:23]=1, predict the reaction product. The product is: [CH2:21]([N:20]([CH3:19])[C:15](=[O:17])[CH:14]([C:9]1[C:10]([CH3:13])=[N:11][O:12][C:8]=1[C:5]1[CH:4]=[CH:3][C:2]([Br:1])=[CH:7][CH:6]=1)[OH:18])[C:22]1[CH:27]=[CH:26][CH:25]=[CH:24][CH:23]=1.